Dataset: CYP2D6 inhibition data for predicting drug metabolism from PubChem BioAssay. Task: Regression/Classification. Given a drug SMILES string, predict its absorption, distribution, metabolism, or excretion properties. Task type varies by dataset: regression for continuous measurements (e.g., permeability, clearance, half-life) or binary classification for categorical outcomes (e.g., BBB penetration, CYP inhibition). Dataset: cyp2d6_veith. The result is 0 (non-inhibitor). The drug is COc1ccc(OC)c(NC(=O)CSc2nc3ccccc3cc2Cc2ccccc2)c1.